Dataset: Catalyst prediction with 721,799 reactions and 888 catalyst types from USPTO. Task: Predict which catalyst facilitates the given reaction. (1) Reactant: Cl[C:2]1[CH:7]=[CH:6][C:5]([C:8]([F:11])([F:10])[F:9])=[CH:4][C:3]=1/[CH:12]=[CH:13]\[C:14]([CH2:18][F:19])([OH:17])[CH2:15][F:16].CC(C)([O-])C.[K+].Cl. Product: [F:16][CH2:15][C:14]1([CH2:18][F:19])[CH:13]=[CH:12][C:3]2[CH:4]=[C:5]([C:8]([F:11])([F:10])[F:9])[CH:6]=[CH:7][C:2]=2[O:17]1. The catalyst class is: 9. (2) Reactant: Br[C:2]1[CH:3]=[C:4]2[C:9](=[N:10][C:11]=1[O:12][CH3:13])[N:8]([C@@H:14]([CH:24]([CH3:26])[CH3:25])[CH2:15][O:16][Si:17]([C:20]([CH3:23])([CH3:22])[CH3:21])([CH3:19])[CH3:18])[CH:7]=[C:6]([C:27]([O:29][CH2:30][CH3:31])=[O:28])[C:5]2=[O:32].[CH3:33][C:34]1[CH:35]=[CH:36][C:37]([CH2:40][NH2:41])=[CH:38][CH:39]=1.C1C=CC(P(C2C(C3C(P(C4C=CC=CC=4)C4C=CC=CC=4)=CC=C4C=3C=CC=C4)=C3C(C=CC=C3)=CC=2)C2C=CC=CC=2)=CC=1.C([O-])([O-])=O.[Cs+].[Cs+]. Product: [Si:17]([O:16][CH2:15][C@@H:14]([N:8]1[C:9]2[C:4](=[CH:3][C:2]([NH:41][CH2:40][C:37]3[CH:38]=[CH:39][C:34]([CH3:33])=[CH:35][CH:36]=3)=[C:11]([O:12][CH3:13])[N:10]=2)[C:5](=[O:32])[C:6]([C:27]([O:29][CH2:30][CH3:31])=[O:28])=[CH:7]1)[CH:24]([CH3:26])[CH3:25])([C:20]([CH3:23])([CH3:22])[CH3:21])([CH3:19])[CH3:18]. The catalyst class is: 231.